Dataset: Full USPTO retrosynthesis dataset with 1.9M reactions from patents (1976-2016). Task: Predict the reactants needed to synthesize the given product. (1) Given the product [O:26]=[C:7]1[C:8]2([CH2:18][O:17][C:16]3[CH:19]=[C:20]4[C:24](=[CH:25][C:15]2=3)[CH2:23][CH2:22][O:21]4)[C:9]2[C:14](=[CH:13][CH:12]=[CH:11][CH:10]=2)[N:6]1[CH2:5][C:4]1[CH:3]=[C:2]([CH:29]=[CH:28][CH:27]=1)[O:1][CH2:37][C:38]([O:40][CH2:41][CH3:42])=[O:39], predict the reactants needed to synthesize it. The reactants are: [OH:1][C:2]1[CH:3]=[C:4]([CH:27]=[CH:28][CH:29]=1)[CH2:5][N:6]1[C:14]2[C:9](=[CH:10][CH:11]=[CH:12][CH:13]=2)[C:8]2([CH2:18][O:17][C:16]3[CH:19]=[C:20]4[C:24](=[CH:25][C:15]2=3)[CH2:23][CH2:22][O:21]4)[C:7]1=[O:26].C(=O)([O-])[O-].[K+].[K+].Br[CH2:37][C:38]([O:40][CH2:41][CH3:42])=[O:39].[I-].[K+]. (2) The reactants are: [C:1]([C:5]1[O:9][N:8]=[C:7]([C:10]2[CH:15]=[C:14](Cl)[C:13]([CH:17]3[CH2:19][CH2:18]3)=[CH:12][N:11]=2)[N:6]=1)([CH3:4])([CH3:3])[CH3:2].[O:20]1[CH2:24][CH2:23][CH2:22][CH:21]1[CH2:25][OH:26]. Given the product [C:1]([C:5]1[O:9][N:8]=[C:7]([C:10]2[CH:15]=[C:14]([O:26][CH2:25][CH:21]3[CH2:22][CH2:23][CH2:24][O:20]3)[C:13]([CH:17]3[CH2:19][CH2:18]3)=[CH:12][N:11]=2)[N:6]=1)([CH3:4])([CH3:3])[CH3:2], predict the reactants needed to synthesize it. (3) Given the product [F:30][C:2]1([F:1])[CH2:7][CH2:6][N:5]([C:8]([C:10]2[N:11]([C:36]3[CH:37]=[CH:38][C:33]([C:31]#[N:32])=[CH:34][CH:35]=3)[C:12]3[C:17]([CH:18]=2)=[CH:16][C:15]([C:19]([N:21]2[CH2:26][CH2:25][CH:24]([N:27]([CH3:28])[CH3:29])[CH2:23][CH2:22]2)=[O:20])=[CH:14][CH:13]=3)=[O:9])[CH2:4][CH2:3]1, predict the reactants needed to synthesize it. The reactants are: [F:1][C:2]1([F:30])[CH2:7][CH2:6][N:5]([C:8]([C:10]2[NH:11][C:12]3[C:17]([CH:18]=2)=[CH:16][C:15]([C:19]([N:21]2[CH2:26][CH2:25][CH:24]([N:27]([CH3:29])[CH3:28])[CH2:23][CH2:22]2)=[O:20])=[CH:14][CH:13]=3)=[O:9])[CH2:4][CH2:3]1.[C:31]([C:33]1[CH:38]=[CH:37][C:36](B(O)O)=[CH:35][CH:34]=1)#[N:32].N1C=CC=CC=1. (4) Given the product [Br:1][C:2]1[CH:3]=[C:4]([CH:5]=[CH:6][CH:7]=1)[CH2:8][O:20][C:15]1[CH:14]=[CH:13][C:12]([C:21](=[O:23])[CH3:22])=[C:11]([OH:10])[C:16]=1[CH2:17][CH2:18][CH3:19].[C:21]([C:12]1[CH:13]=[CH:14][C:15]([O:20][CH2:8][C:4]2[CH:3]=[C:2]([C:27]3[C:26]([C:24]#[N:25])=[CH:31][CH:30]=[CH:29][CH:28]=3)[CH:7]=[CH:6][CH:5]=2)=[C:16]([CH2:17][CH2:18][CH3:19])[C:11]=1[OH:10])(=[O:23])[CH3:22], predict the reactants needed to synthesize it. The reactants are: [Br:1][C:2]1[CH:7]=[CH:6][CH:5]=[C:4]([CH2:8]Br)[CH:3]=1.[OH:10][C:11]1[C:16]([CH2:17][CH2:18][CH3:19])=[C:15]([OH:20])[CH:14]=[CH:13][C:12]=1[C:21](=[O:23])[CH3:22].[C:24]([C:26]1[CH:31]=[CH:30][CH:29]=[CH:28][C:27]=1B(O)O)#[N:25].C(=O)([O-])[O-].[K+].[K+]. (5) Given the product [F:61][C:43]([F:42])([F:60])[S:44]([O:47][N:48]1[C:49](=[O:50])[CH:51]=[CH:56][C:57]1=[O:58])(=[O:45])=[O:46], predict the reactants needed to synthesize it. The reactants are: FC(F)(S(ON1C(=O)C2C(C3CC2C=C3)C1=O)(=O)=O)C(F)(F)C(F)(F)C(F)(F)C(F)(F)C(F)(F)C(F)(F)C(F)(F)F.[F:42][C:43]([F:61])([F:60])[S:44]([O:47][N:48]1[C:57](=[O:58])[CH:56]2[CH:51](C3CC2C=C3)[C:49]1=[O:50])(=[O:46])=[O:45].FC(F)(F)S(ON1C(=O)CCC1=O)(=O)=O.FC(F)(F)S(ON1C(=O)C2C=C3C=CC=CC3=CC=2C1=O)(=O)=O.CC1C(=O)N(OS(C(F)(F)F)(=O)=O)C(=O)C=1C.FC(F)(F)S(ON1C(=O)C2C(=CC=CC=2)C1=O)(=O)=O.FC(F)(F)S(ON1C(=O)C2C=CC=C3C=2C(=CC=C3)C1=O)(=O)=O. (6) The reactants are: C(OC(=O)C[O:8][C:9]1[C:18]2[CH2:17][CH2:16][CH2:15][C:14](=[O:19])[C:13]=2[CH:12]=[C:11](C2C=CC=CC=2)[CH:10]=1)(C)(C)C.C(N(C(C)C)CC)(C)C.[F:36][C:37]([F:50])([F:49])[S:38]([O:41]S(C(F)(F)F)(=O)=O)(=[O:40])=[O:39]. Given the product [O:19]=[C:14]1[C:13]2[CH:12]=[C:11]([O:41][S:38]([C:37]([F:50])([F:49])[F:36])(=[O:39])=[O:40])[CH:10]=[C:9]([O:8][S:38]([C:37]([F:50])([F:49])[F:36])(=[O:40])=[O:39])[C:18]=2[CH2:17][CH2:16][CH2:15]1, predict the reactants needed to synthesize it. (7) Given the product [N+:1]([C:4]1[CH:5]=[CH:6][C:7]2[O:12][C@@:11]([CH3:18])([CH:13]([O:16][CH3:17])[O:14][CH3:15])[C@H:10]([OH:19])[C@@H:9]([N:28]([C:24]3[CH:25]=[CH:26][CH:27]=[C:22]([Cl:21])[CH:23]=3)[CH2:29][C:30]3[NH:31][CH:32]=[CH:33][N:34]=3)[C:8]=2[CH:20]=1)([O-:3])=[O:2], predict the reactants needed to synthesize it. The reactants are: [N+:1]([C:4]1[CH:5]=[CH:6][C:7]2[O:12][C@@:11]([CH3:18])([CH:13]([O:16][CH3:17])[O:14][CH3:15])[C@@H:10]3[O:19][C@@H:9]3[C:8]=2[CH:20]=1)([O-:3])=[O:2].[Cl:21][C:22]1[CH:23]=[C:24]([NH:28][CH2:29][C:30]2[NH:31][CH:32]=[CH:33][N:34]=2)[CH:25]=[CH:26][CH:27]=1. (8) Given the product [CH:1]([N:4]1[C:8]([C:9]2[N:18]=[C:17]3[C:16]4[CH:19]=[CH:20][C:21]([C:23]5[CH:24]([C:29]([NH2:31])=[O:30])[CH2:25][N:26]([CH3:34])[CH2:27][CH:28]=5)=[CH:22][C:15]=4[O:14][CH2:13][CH2:12][N:11]3[CH:10]=2)=[N:7][CH:6]=[N:5]1)([CH3:3])[CH3:2], predict the reactants needed to synthesize it. The reactants are: [CH:1]([N:4]1[C:8]([C:9]2[N:18]=[C:17]3[N:11]([CH2:12][CH2:13][O:14][C:15]4[CH:22]=[C:21]([C:23]5[CH2:28][CH2:27][NH:26][CH2:25][C:24]=5[C:29]([NH2:31])=[O:30])[CH:20]=[CH:19][C:16]=43)[CH:10]=2)=[N:7][CH:6]=[N:5]1)([CH3:3])[CH3:2].C=O.[C:34](O[BH-](OC(=O)C)OC(=O)C)(=O)C.[Na+].C(O)(=O)C.C(=O)([O-])O.[Na+].